From a dataset of NCI-60 drug combinations with 297,098 pairs across 59 cell lines. Regression. Given two drug SMILES strings and cell line genomic features, predict the synergy score measuring deviation from expected non-interaction effect. (1) Drug 1: C1=CC=C(C=C1)NC(=O)CCCCCCC(=O)NO. Drug 2: CC(C)(C1=NC(=CC=C1)N2C3=NC(=NC=C3C(=O)N2CC=C)NC4=CC=C(C=C4)N5CCN(CC5)C)O. Cell line: SK-OV-3. Synergy scores: CSS=74.7, Synergy_ZIP=11.3, Synergy_Bliss=11.1, Synergy_Loewe=8.39, Synergy_HSA=13.9. (2) Drug 1: CCCCCOC(=O)NC1=NC(=O)N(C=C1F)C2C(C(C(O2)C)O)O. Drug 2: CS(=O)(=O)CCNCC1=CC=C(O1)C2=CC3=C(C=C2)N=CN=C3NC4=CC(=C(C=C4)OCC5=CC(=CC=C5)F)Cl. Cell line: MALME-3M. Synergy scores: CSS=-12.3, Synergy_ZIP=3.49, Synergy_Bliss=-1.57, Synergy_Loewe=-9.12, Synergy_HSA=-8.50. (3) Drug 1: CC(C)(C#N)C1=CC(=CC(=C1)CN2C=NC=N2)C(C)(C)C#N. Drug 2: CC=C1C(=O)NC(C(=O)OC2CC(=O)NC(C(=O)NC(CSSCCC=C2)C(=O)N1)C(C)C)C(C)C. Cell line: SK-MEL-5. Synergy scores: CSS=61.5, Synergy_ZIP=-1.77, Synergy_Bliss=-3.70, Synergy_Loewe=-50.7, Synergy_HSA=-6.33. (4) Drug 1: C1=NNC2=C1C(=O)NC=N2. Drug 2: COCCOC1=C(C=C2C(=C1)C(=NC=N2)NC3=CC=CC(=C3)C#C)OCCOC.Cl. Cell line: OVCAR-8. Synergy scores: CSS=4.80, Synergy_ZIP=-1.66, Synergy_Bliss=-0.379, Synergy_Loewe=-0.485, Synergy_HSA=-0.135. (5) Drug 1: CN(C)C1=NC(=NC(=N1)N(C)C)N(C)C. Drug 2: N.N.Cl[Pt+2]Cl. Cell line: SF-539. Synergy scores: CSS=-0.251, Synergy_ZIP=1.13, Synergy_Bliss=1.96, Synergy_Loewe=-0.988, Synergy_HSA=-0.617. (6) Drug 1: CCN(CC)CCCC(C)NC1=C2C=C(C=CC2=NC3=C1C=CC(=C3)Cl)OC. Drug 2: CCC1(C2=C(COC1=O)C(=O)N3CC4=CC5=C(C=CC(=C5CN(C)C)O)N=C4C3=C2)O.Cl. Cell line: SK-OV-3. Synergy scores: CSS=34.4, Synergy_ZIP=-3.99, Synergy_Bliss=5.51, Synergy_Loewe=-5.75, Synergy_HSA=3.08. (7) Drug 1: CC12CCC3C(C1CCC2=O)CC(=C)C4=CC(=O)C=CC34C. Drug 2: CCN(CC)CCCC(C)NC1=C2C=C(C=CC2=NC3=C1C=CC(=C3)Cl)OC. Cell line: SK-MEL-2. Synergy scores: CSS=56.2, Synergy_ZIP=-2.88, Synergy_Bliss=1.16, Synergy_Loewe=-5.19, Synergy_HSA=1.73. (8) Drug 1: C1=C(C(=O)NC(=O)N1)N(CCCl)CCCl. Drug 2: C1=CN(C=N1)CC(O)(P(=O)(O)O)P(=O)(O)O. Cell line: SN12C. Synergy scores: CSS=5.94, Synergy_ZIP=-7.53, Synergy_Bliss=-16.5, Synergy_Loewe=-19.2, Synergy_HSA=-16.6.